Predict the reactants needed to synthesize the given product. From a dataset of Full USPTO retrosynthesis dataset with 1.9M reactions from patents (1976-2016). (1) The reactants are: CN(C=O)C.C(Cl)(=O)C(Cl)=O.[C:12]([O:16][C:17]([N:19]1[CH2:24][CH2:23][CH2:22][CH2:21][CH:20]1[C:25](=O)[NH2:26])=[O:18])([CH3:15])([CH3:14])[CH3:13].N1C=CC=CC=1. Given the product [C:12]([O:16][C:17]([N:19]1[CH2:24][CH2:23][CH2:22][CH2:21][CH:20]1[C:25]#[N:26])=[O:18])([CH3:15])([CH3:13])[CH3:14], predict the reactants needed to synthesize it. (2) Given the product [CH2:7]([O:14][N:15]([C@H:28]1[CH2:33][N:32]([C:34]([O:36][C:37]([CH3:38])([CH3:40])[CH3:39])=[O:35])[C@H:31]([C:41]#[N:42])[CH2:30][CH2:29]1)[S:16]([C:19]1[CH:24]=[CH:23][CH:22]=[CH:21][C:20]=1[N+:25]([O-:27])=[O:26])(=[O:18])=[O:17])[C:8]1[CH:9]=[CH:10][CH:11]=[CH:12][CH:13]=1, predict the reactants needed to synthesize it. The reactants are: N1C=CC=CC=1.[CH2:7]([O:14][N:15]([C@H:28]1[CH2:33][N:32]([C:34]([O:36][C:37]([CH3:40])([CH3:39])[CH3:38])=[O:35])[C@H:31]([C:41](=O)[NH2:42])[CH2:30][CH2:29]1)[S:16]([C:19]1[CH:24]=[CH:23][CH:22]=[CH:21][C:20]=1[N+:25]([O-:27])=[O:26])(=[O:18])=[O:17])[C:8]1[CH:13]=[CH:12][CH:11]=[CH:10][CH:9]=1.O(S(C(F)(F)F)(=O)=O)S(C(F)(F)F)(=O)=O.CCOC(C)=O. (3) Given the product [F:31][C:9]([F:8])([F:30])[C:10]1[CH:29]=[CH:28][CH:27]=[CH:26][C:11]=1[O:12][CH:13]1[CH2:18][CH2:17][NH:16][CH2:15][CH2:14]1, predict the reactants needed to synthesize it. The reactants are: FC(F)(F)C(O)=O.[F:8][C:9]([F:31])([F:30])[C:10]1[CH:29]=[CH:28][CH:27]=[CH:26][C:11]=1[O:12][CH:13]1[CH2:18][CH2:17][N:16](C(OC(C)(C)C)=O)[CH2:15][CH2:14]1. (4) Given the product [Br:15][C:16]1[CH:24]=[C:23]2[C:19]([CH:20]=[C:21]([C:25]([NH:1][C@@H:2]3[CH2:7][CH2:6][CH2:5][NH:4][CH2:3]3)=[O:26])[NH:22]2)=[C:18]([F:28])[CH:17]=1, predict the reactants needed to synthesize it. The reactants are: [NH2:1][C@@H:2]1[CH2:7][CH2:6][CH2:5][N:4](C(OC(C)(C)C)=O)[CH2:3]1.[Br:15][C:16]1[CH:24]=[C:23]2[C:19]([CH:20]=[C:21]([C:25](O)=[O:26])[NH:22]2)=[C:18]([F:28])[CH:17]=1.N. (5) Given the product [CH3:1][C:2]1([CH3:43])[O:7][C:6]2[CH:8]=[CH:9][C:10]([C@@H:12]([OH:16])[CH2:13][NH:14][CH2:18][CH2:19][C:20]3[CH:21]=[CH:22][C:23]4[O:28][CH2:27][C@@H:26]([CH2:29][O:30][CH2:31][C:32]5[CH:33]=[C:34]([NH:38][C:39]([NH2:41])=[O:40])[CH:35]=[CH:36][CH:37]=5)[O:25][C:24]=4[CH:42]=3)=[CH:11][C:5]=2[CH2:4][O:3]1, predict the reactants needed to synthesize it. The reactants are: [CH3:1][C:2]1([CH3:43])[O:7][C:6]2[CH:8]=[CH:9][C:10]([C@H:12]3[O:16]C(=O)[N:14]([CH2:18][CH2:19][C:20]4[CH:21]=[CH:22][C:23]5[O:28][CH2:27][C@@H:26]([CH2:29][O:30][CH2:31][C:32]6[CH:33]=[C:34]([NH:38][C:39]([NH2:41])=[O:40])[CH:35]=[CH:36][CH:37]=6)[O:25][C:24]=5[CH:42]=4)[CH2:13]3)=[CH:11][C:5]=2[CH2:4][O:3]1.C[Si](C)(C)[O-].[K+].O. (6) Given the product [CH3:20][C@H:16]1[CH2:17][CH:24]=[CH:23][CH2:22][C@@H:2]([CH3:1])[C:3](=[O:4])[O:5][CH2:6][C@@H:7]([C:8]2[CH:13]=[CH:12][CH:11]=[CH:10][N:9]=2)[NH:14][C:15]1=[O:21], predict the reactants needed to synthesize it. The reactants are: [CH3:1][C@H:2]([CH2:22][CH:23]=[CH2:24])[C:3]([O:5][CH2:6][C@H:7]([NH:14][C:15](=[O:21])[C@@H:16]([CH3:20])[CH2:17]C=C)[C:8]1[CH:13]=[CH:12][CH:11]=[CH:10][N:9]=1)=[O:4]. (7) Given the product [Cl:20][C:21]1[CH:22]=[CH:23][C:24]2[C@H:25]3[O:16][C@H:26]3[CH2:27][C:28]=2[CH:29]=1, predict the reactants needed to synthesize it. The reactants are: C1(CCCC2C=C[N+]([O-:16])=CC=2)C=CC=CC=1.Cl[O-].[Na+].[Cl:20][C:21]1[CH:29]=[C:28]2[C:24]([CH:25]=[CH:26][CH2:27]2)=[CH:23][CH:22]=1. (8) Given the product [Cl:1][C:2]1[CH:24]=[CH:23][C:5]([CH2:6][NH:7][C:8]([C:10]2[C:11](=[O:22])[C:12]3[CH:19]=[C:18]([CH2:20][N:45]([CH2:44][CH:43]([OH:47])[C:36]4[C:37]5[C:42](=[CH:41][CH:40]=[CH:39][CH:38]=5)[NH:34][CH:35]=4)[CH3:46])[S:17][C:13]=3[N:14]([CH3:16])[CH:15]=2)=[O:9])=[CH:4][CH:3]=1, predict the reactants needed to synthesize it. The reactants are: [Cl:1][C:2]1[CH:24]=[CH:23][C:5]([CH2:6][NH:7][C:8]([C:10]2[C:11](=[O:22])[C:12]3[CH:19]=[C:18]([CH2:20]Cl)[S:17][C:13]=3[N:14]([CH3:16])[CH:15]=2)=[O:9])=[CH:4][CH:3]=1.C(N(CC)C(C)C)(C)C.[NH:34]1[CH:42]2[CH:37]([CH:38]=[CH:39][CH:40]=[CH:41]2)[C:36]([CH:43]([OH:47])[CH2:44][NH:45][CH3:46])=[CH:35]1.O. (9) Given the product [Br:19][C:5]1[CH:6]=[C:7]([C:8]([F:9])([F:11])[F:10])[C:2]([NH2:1])=[N:3][CH:4]=1, predict the reactants needed to synthesize it. The reactants are: [NH2:1][C:2]1[C:7]([C:8]([F:11])([F:10])[F:9])=[CH:6][CH:5]=[CH:4][N:3]=1.C1C(=O)N([Br:19])C(=O)C1.